From a dataset of Peptide-MHC class I binding affinity with 185,985 pairs from IEDB/IMGT. Regression. Given a peptide amino acid sequence and an MHC pseudo amino acid sequence, predict their binding affinity value. This is MHC class I binding data. (1) The peptide sequence is GRGPIRFVL. The MHC is HLA-A02:06 with pseudo-sequence HLA-A02:06. The binding affinity (normalized) is 0.0847. (2) The peptide sequence is ALTLNTMTK. The MHC is HLA-B46:01 with pseudo-sequence HLA-B46:01. The binding affinity (normalized) is 0.0847. (3) The peptide sequence is AEMRETHWL. The binding affinity (normalized) is 0.0847. The MHC is HLA-A69:01 with pseudo-sequence HLA-A69:01. (4) The peptide sequence is HPVHAGPIA. The MHC is HLA-A30:01 with pseudo-sequence HLA-A30:01. The binding affinity (normalized) is 0. (5) The peptide sequence is QPGGSLRLSCA. The MHC is HLA-B07:02 with pseudo-sequence HLA-B07:02. The binding affinity (normalized) is 0.157. (6) The peptide sequence is GDMTPAERLI. The MHC is Mamu-A11 with pseudo-sequence Mamu-A11. The binding affinity (normalized) is 0.520.